From a dataset of NCI-60 drug combinations with 297,098 pairs across 59 cell lines. Regression. Given two drug SMILES strings and cell line genomic features, predict the synergy score measuring deviation from expected non-interaction effect. (1) Drug 1: CC12CCC3C(C1CCC2O)C(CC4=C3C=CC(=C4)O)CCCCCCCCCS(=O)CCCC(C(F)(F)F)(F)F. Drug 2: CN(C(=O)NC(C=O)C(C(C(CO)O)O)O)N=O. Cell line: OVCAR3. Synergy scores: CSS=-1.94, Synergy_ZIP=2.72, Synergy_Bliss=1.01, Synergy_Loewe=-4.95, Synergy_HSA=-4.86. (2) Drug 1: C1CN1P(=S)(N2CC2)N3CC3. Drug 2: COC1=C2C(=CC3=C1OC=C3)C=CC(=O)O2. Cell line: UACC62. Synergy scores: CSS=26.9, Synergy_ZIP=-5.03, Synergy_Bliss=-0.979, Synergy_Loewe=-6.76, Synergy_HSA=0.518. (3) Synergy scores: CSS=38.8, Synergy_ZIP=-6.36, Synergy_Bliss=4.32, Synergy_Loewe=1.60, Synergy_HSA=4.23. Drug 1: COC1=C(C=C2C(=C1)N=CN=C2NC3=CC(=C(C=C3)F)Cl)OCCCN4CCOCC4. Drug 2: CNC(=O)C1=NC=CC(=C1)OC2=CC=C(C=C2)NC(=O)NC3=CC(=C(C=C3)Cl)C(F)(F)F. Cell line: BT-549.